This data is from Peptide-MHC class II binding affinity with 134,281 pairs from IEDB. The task is: Regression. Given a peptide amino acid sequence and an MHC pseudo amino acid sequence, predict their binding affinity value. This is MHC class II binding data. (1) The peptide sequence is GRSYAADAGYAPATP. The MHC is HLA-DQA10501-DQB10301 with pseudo-sequence HLA-DQA10501-DQB10301. The binding affinity (normalized) is 0.872. (2) The peptide sequence is AVRVSPGQLDAQAYGVK. The MHC is DRB1_1501 with pseudo-sequence DRB1_1501. The binding affinity (normalized) is 0.